From a dataset of NCI-60 drug combinations with 297,098 pairs across 59 cell lines. Regression. Given two drug SMILES strings and cell line genomic features, predict the synergy score measuring deviation from expected non-interaction effect. (1) Drug 1: CN(C)N=NC1=C(NC=N1)C(=O)N. Drug 2: CC1=C(C(=CC=C1)Cl)NC(=O)C2=CN=C(S2)NC3=CC(=NC(=N3)C)N4CCN(CC4)CCO. Cell line: SK-MEL-5. Synergy scores: CSS=-8.75, Synergy_ZIP=4.17, Synergy_Bliss=0.275, Synergy_Loewe=-10.2, Synergy_HSA=-9.20. (2) Drug 1: CC12CCC(CC1=CCC3C2CCC4(C3CC=C4C5=CN=CC=C5)C)O. Drug 2: CC1=C2C(C(=O)C3(C(CC4C(C3C(C(C2(C)C)(CC1OC(=O)C(C(C5=CC=CC=C5)NC(=O)C6=CC=CC=C6)O)O)OC(=O)C7=CC=CC=C7)(CO4)OC(=O)C)O)C)OC(=O)C. Cell line: OVCAR-4. Synergy scores: CSS=47.4, Synergy_ZIP=6.66, Synergy_Bliss=7.41, Synergy_Loewe=-18.0, Synergy_HSA=9.94. (3) Drug 1: C1=CC(=CC=C1CC(C(=O)O)N)N(CCCl)CCCl.Cl. Drug 2: C1CCC(C(C1)N)N.C(=O)(C(=O)[O-])[O-].[Pt+4]. Cell line: M14. Synergy scores: CSS=9.94, Synergy_ZIP=-0.359, Synergy_Bliss=3.12, Synergy_Loewe=-0.0983, Synergy_HSA=0.417. (4) Drug 2: CC(C1=C(C=CC(=C1Cl)F)Cl)OC2=C(N=CC(=C2)C3=CN(N=C3)C4CCNCC4)N. Drug 1: COC1=CC(=CC(=C1O)OC)C2C3C(COC3=O)C(C4=CC5=C(C=C24)OCO5)OC6C(C(C7C(O6)COC(O7)C8=CC=CS8)O)O. Cell line: 786-0. Synergy scores: CSS=20.9, Synergy_ZIP=-0.754, Synergy_Bliss=-2.28, Synergy_Loewe=-20.0, Synergy_HSA=-1.89. (5) Drug 1: CC(C)NC(=O)C1=CC=C(C=C1)CNNC.Cl. Drug 2: N.N.Cl[Pt+2]Cl. Cell line: M14. Synergy scores: CSS=30.3, Synergy_ZIP=2.35, Synergy_Bliss=3.42, Synergy_Loewe=-11.5, Synergy_HSA=2.14. (6) Drug 1: CC12CCC(CC1=CCC3C2CCC4(C3CC=C4C5=CN=CC=C5)C)O. Drug 2: C(CCl)NC(=O)N(CCCl)N=O. Cell line: SW-620. Synergy scores: CSS=22.8, Synergy_ZIP=-1.80, Synergy_Bliss=3.77, Synergy_Loewe=2.32, Synergy_HSA=2.10. (7) Drug 1: C1=C(C(=O)NC(=O)N1)F. Drug 2: CN1C=C(C=N1)C2=C3N=C(C(=C(N3N=C2)N)Br)C4CCCNC4. Cell line: OVCAR3. Synergy scores: CSS=43.6, Synergy_ZIP=-1.19, Synergy_Bliss=-1.22, Synergy_Loewe=2.84, Synergy_HSA=6.47. (8) Drug 1: CC1=CC=C(C=C1)C2=CC(=NN2C3=CC=C(C=C3)S(=O)(=O)N)C(F)(F)F. Drug 2: CC(C)NC(=O)C1=CC=C(C=C1)CNNC.Cl. Cell line: OVCAR-5. Synergy scores: CSS=-5.55, Synergy_ZIP=7.19, Synergy_Bliss=6.84, Synergy_Loewe=-3.43, Synergy_HSA=-2.02. (9) Drug 1: C1C(C(OC1N2C=C(C(=O)NC2=O)F)CO)O. Drug 2: C1=NC(=NC(=O)N1C2C(C(C(O2)CO)O)O)N. Cell line: NCIH23. Synergy scores: CSS=9.38, Synergy_ZIP=-5.49, Synergy_Bliss=0.212, Synergy_Loewe=1.01, Synergy_HSA=1.68.